This data is from Catalyst prediction with 721,799 reactions and 888 catalyst types from USPTO. The task is: Predict which catalyst facilitates the given reaction. (1) Reactant: C([O:8][C:9]1[CH:14]=[CH:13][C:12]([CH2:15][CH2:16][C:17]([OH:22])([CH2:20][OH:21])[CH2:18][OH:19])=[CH:11][C:10]=1[C@@H:23]1[C@@H:26]([CH2:27][CH2:28][C@@H:29]([C:31]2[CH:36]=[CH:35][C:34]([F:37])=[CH:33][CH:32]=2)[OH:30])[C:25](=[O:38])[N:24]1[C:39]1[CH:44]=[CH:43][C:42]([CH2:45][CH2:46][C:47]2[S:48][CH:49]=[C:50]([C:52]([NH2:54])=[O:53])[N:51]=2)=[CH:41][CH:40]=1)C1C=CC=CC=1. Product: [OH:22][C:17]([CH2:20][OH:21])([CH2:18][OH:19])[CH2:16][CH2:15][C:12]1[CH:13]=[CH:14][C:9]([OH:8])=[C:10]([C@@H:23]2[C@@H:26]([CH2:27][CH2:28][C@@H:29]([C:31]3[CH:32]=[CH:33][C:34]([F:37])=[CH:35][CH:36]=3)[OH:30])[C:25](=[O:38])[N:24]2[C:39]2[CH:44]=[CH:43][C:42]([CH2:45][CH2:46][C:47]3[S:48][CH:49]=[C:50]([C:52]([NH2:54])=[O:53])[N:51]=3)=[CH:41][CH:40]=2)[CH:11]=1. The catalyst class is: 63. (2) Reactant: [Cl:1][C:2]1[C:3]([NH2:13])=[C:4]([CH:9]=[C:10]([Cl:12])[CH:11]=1)[C:5]([O:7]C)=O.[NH2:14][O:15][CH2:16][CH2:17][OH:18].C[O-].[Na+].Cl. Product: [Cl:1][C:2]1[C:3]([NH2:13])=[C:4]([CH:9]=[C:10]([Cl:12])[CH:11]=1)[C:5]([NH:14][O:15][CH2:16][CH2:17][OH:18])=[O:7]. The catalyst class is: 24. (3) Reactant: [CH3:1][O:2][C:3]([C:5]1[C:6]2[C:21](=O)[CH:20](Br)[CH2:19][CH2:18][CH2:17][C:7]=2[N:8](C(OC(C)(C)C)=O)[CH:9]=1)=[O:4].[C:24]([NH2:27])(=[S:26])[CH3:25]. Product: [CH3:1][O:2][C:3]([C:5]1[C:6]2[C:21]3[N:27]=[C:24]([CH3:25])[S:26][C:20]=3[CH2:19][CH2:18][CH2:17][C:7]=2[NH:8][CH:9]=1)=[O:4]. The catalyst class is: 5. (4) Reactant: Br[C:2]1[CH:3]=[CH:4][C:5]([N:15]([CH3:23])[CH2:16][C:17]2[CH:18]=[N:19][N:20]([CH3:22])[CH:21]=2)=[C:6](/[CH:8]=[CH:9]/[C:10]([O:12][CH2:13][CH3:14])=[O:11])[CH:7]=1.[CH2:24]([O:28][CH2:29][CH2:30][O:31][C:32]1[CH:37]=[CH:36][C:35](OB(O)O)=[CH:34][CH:33]=1)[CH2:25][CH2:26][CH3:27].C(=O)([O-])[O-].[K+].[K+]. Product: [CH2:24]([O:28][CH2:29][CH2:30][O:31][C:32]1[CH:33]=[CH:34][C:35]([C:2]2[CH:3]=[CH:4][C:5]([N:15]([CH3:23])[CH2:16][C:17]3[CH:18]=[N:19][N:20]([CH3:22])[CH:21]=3)=[C:6](/[CH:8]=[CH:9]/[C:10]([O:12][CH2:13][CH3:14])=[O:11])[CH:7]=2)=[CH:36][CH:37]=1)[CH2:25][CH2:26][CH3:27]. The catalyst class is: 460. (5) Product: [OH:20][C:19]1[C:18]2[O:17][N:16]=[C:15]([C:24]3[S:25][CH:26]=[CH:27][CH:28]=3)[C:14]=2[CH:13]=[N:6][C:7]=1[C:8]([O:10][CH2:11][CH3:12])=[O:9]. Reactant: COC1C=C(OC)C=CC=1C[N:6]([CH2:13][C:14]1[C:15]([C:24]2[S:25][CH:26]=[CH:27][CH:28]=2)=[N:16][O:17][C:18]=1[C:19](OCC)=[O:20])[CH2:7][C:8]([O:10][CH2:11][CH3:12])=[O:9].CC(C)([O-])C.[K+].S(Cl)(Cl)=O. The catalyst class is: 76.